From a dataset of Reaction yield outcomes from USPTO patents with 853,638 reactions. Predict the reaction yield, written as a fraction of the theoretical maximum amount of product (1.0 means a 100% yield; for example, 0.34 means a 34% yield). (1) The product is [C:6]1([C:12]2[S:13][C:14]([C:19]([S:21][CH3:23])=[S:20])=[CH:15][CH:16]=2)[CH:7]=[CH:8][CH:9]=[CH:10][CH:11]=1. The reactants are [Li]CCCC.[C:6]1([C:12]2[S:13][CH:14]=[CH:15][CH:16]=2)[CH:11]=[CH:10][CH:9]=[CH:8][CH:7]=1.[Br-].[Li+].[C:19](=[S:21])=[S:20].I[CH3:23]. The yield is 0.340. The catalyst is C1COCC1.[Cu]Br. (2) The reactants are Cl[C:2]1[CH:3]=[N:4][CH:5]=[C:6]([Cl:16])[C:7]=1[N:8]1[CH2:13][CH2:12][CH:11]([C:14]#[N:15])[CH2:10][CH2:9]1.[C:17]1(B(O)O)[CH:22]=[CH:21][CH:20]=[CH:19][CH:18]=1.C(=O)([O-])[O-].[Na+].[Na+]. The catalyst is C1C=CC([P]([Pd]([P](C2C=CC=CC=2)(C2C=CC=CC=2)C2C=CC=CC=2)([P](C2C=CC=CC=2)(C2C=CC=CC=2)C2C=CC=CC=2)[P](C2C=CC=CC=2)(C2C=CC=CC=2)C2C=CC=CC=2)(C2C=CC=CC=2)C2C=CC=CC=2)=CC=1.C(#N)C. The product is [Cl:16][C:6]1[CH:5]=[N:4][CH:3]=[C:2]([C:17]2[CH:22]=[CH:21][CH:20]=[CH:19][CH:18]=2)[C:7]=1[N:8]1[CH2:13][CH2:12][CH:11]([C:14]#[N:15])[CH2:10][CH2:9]1. The yield is 0.220. (3) The reactants are [C:1]1([C:21]2[CH:26]=[CH:25][CH:24]=[CH:23][CH:22]=2)[CH:6]=[CH:5][C:4]([C:7]([N:9]2[CH2:13][C:12](=[N:14][O:15][CH3:16])[CH2:11][C@H:10]2[C:17](=[N:19][OH:20])[NH2:18])=[O:8])=[CH:3][CH:2]=1.[C:27]([O:31][C:32]([NH:34][CH2:35][CH2:36][C:37](O)=O)=[O:33])([CH3:30])([CH3:29])[CH3:28]. No catalyst specified. The product is [C:27]([O:31][C:32]([NH:34][CH2:35][CH2:36][C:37]1[O:20][N:19]=[C:17]([C@@H:10]2[CH2:11][C:12](=[N:14][O:15][CH3:16])[CH2:13][N:9]2[C:7]([C:4]2[CH:3]=[CH:2][C:1]([C:21]3[CH:26]=[CH:25][CH:24]=[CH:23][CH:22]=3)=[CH:6][CH:5]=2)=[O:8])[N:18]=1)=[O:33])([CH3:30])([CH3:29])[CH3:28]. The yield is 0.750. (4) The reactants are [C:1]([C:5]1[CH:6]=[C:7]([CH:10]=[C:11]([C:14]([CH3:17])([CH3:16])[CH3:15])[C:12]=1[OH:13])[CH:8]=O)([CH3:4])([CH3:3])[CH3:2].[F:18][C:19]([F:31])([F:30])[O:20][C:21]1[CH:26]=[CH:25][C:24]([CH2:27][C:28]#[N:29])=[CH:23][CH:22]=1. No catalyst specified. The product is [C:14]([C:11]1[CH:10]=[C:7]([CH:8]=[C:27]([C:24]2[CH:23]=[CH:22][C:21]([O:20][C:19]([F:30])([F:31])[F:18])=[CH:26][CH:25]=2)[C:28]#[N:29])[CH:6]=[C:5]([C:1]([CH3:4])([CH3:3])[CH3:2])[C:12]=1[OH:13])([CH3:17])([CH3:16])[CH3:15]. The yield is 0.100.